From a dataset of Forward reaction prediction with 1.9M reactions from USPTO patents (1976-2016). Predict the product of the given reaction. (1) Given the reactants [CH:1]1([N:6]2[CH2:12][C:11]([F:14])([F:13])[C:10](=[O:15])[N:9]([CH3:16])[C:8]3[CH:17]=[N:18][C:19]([NH:21][C:22]4[C:30]([F:31])=[CH:29][C:25]([C:26](O)=[O:27])=[C:24]([F:32])[CH:23]=4)=[N:20][C:7]2=3)[CH2:5][CH2:4][CH2:3][CH2:2]1.ON1C2C=CC=CC=2N=N1.F[P-](F)(F)(F)(F)F.CN(C(N(C)C)=[N+]1C2C=CC=CC=2[N+]([O-])=N1)C.C(N(C(C)C)CC)(C)C.[CH3:76][N:77]([CH3:81])[CH2:78][CH2:79][NH2:80], predict the reaction product. The product is: [CH:1]1([N:6]2[CH2:12][C:11]([F:13])([F:14])[C:10](=[O:15])[N:9]([CH3:16])[C:8]3[CH:17]=[N:18][C:19]([NH:21][C:22]4[C:30]([F:31])=[CH:29][C:25]([C:26]([NH:80][CH2:79][CH2:78][N:77]([CH3:81])[CH3:76])=[O:27])=[C:24]([F:32])[CH:23]=4)=[N:20][C:7]2=3)[CH2:5][CH2:4][CH2:3][CH2:2]1. (2) Given the reactants C(P(C(C)(C)C)C(C)(C)C)(C)(C)C.CCCCCC.Br[C:21]1[CH:22]=[C:23]2[C:28](=[CH:29][CH:30]=1)[N:27]([CH2:31][CH2:32][N:33]([CH3:37])[CH2:34][CH2:35][OH:36])[CH2:26][CH2:25][CH2:24]2.C[Si]([N-:42][Si](C)(C)C)(C)C.[Li+], predict the reaction product. The product is: [NH2:42][C:21]1[CH:22]=[C:23]2[C:28](=[CH:29][CH:30]=1)[N:27]([CH2:31][CH2:32][N:33]([CH3:37])[CH2:34][CH2:35][OH:36])[CH2:26][CH2:25][CH2:24]2. (3) Given the reactants [NH2:1][CH2:2][CH:3]([NH:14][C:15](=[O:21])[O:16][C:17]([CH3:20])([CH3:19])[CH3:18])[C:4]1[CH:9]=[CH:8][CH:7]=[C:6]([C:10]([F:13])([F:12])[F:11])[CH:5]=1.Br[CH2:23][CH2:24][N:25]=[C:26]=[O:27].[H-].[Na+].Cl, predict the reaction product. The product is: [O:27]=[C:26]1[NH:25][CH2:24][CH2:23][N:1]1[CH2:2][CH:3]([NH:14][C:15](=[O:21])[O:16][C:17]([CH3:18])([CH3:20])[CH3:19])[C:4]1[CH:9]=[CH:8][CH:7]=[C:6]([C:10]([F:13])([F:12])[F:11])[CH:5]=1. (4) Given the reactants [NH2:1][C:2]1[N:7]=[CH:6][N:5]=[C:4]([NH:8][C@H:9]([C:11]2[N:15]([CH:16]3[CH2:18][CH2:17]3)[C:14]3[C:19]([C:23](OC)=[O:24])=[CH:20][CH:21]=[CH:22][C:13]=3[N:12]=2)[CH3:10])[C:3]=1[C:27]#[N:28].N[C@H](C1N(C2CC2)C2C(C([NH:46][C:47]([CH3:50])([CH3:49])[CH3:48])=O)=CC=CC=2N=1)C, predict the reaction product. The product is: [NH2:1][C:2]1[N:7]=[CH:6][N:5]=[C:4]([NH:8][C@H:9]([C:11]2[N:15]([CH:16]3[CH2:18][CH2:17]3)[C:14]3[C:19]([C:23]([NH:46][C:47]([CH3:50])([CH3:49])[CH3:48])=[O:24])=[CH:20][CH:21]=[CH:22][C:13]=3[N:12]=2)[CH3:10])[C:3]=1[C:27]#[N:28]. (5) Given the reactants [OH-].[K+].[Cl:3][C:4]1[CH:9]=[CH:8][C:7]([C:10]2[S:11][C:12]([C:16]([CH2:18][NH:19][C@H:20]3[CH2:25][CH2:24][CH2:23][N:22]([C:26]4[CH:27]=[C:28]([CH:33]=[CH:34][CH:35]=4)[C:29]([O:31]C)=[O:30])[CH2:21]3)=[O:17])=[C:13]([CH3:15])[N:14]=2)=[CH:6][CH:5]=1, predict the reaction product. The product is: [Cl:3][C:4]1[CH:9]=[CH:8][C:7]([C:10]2[S:11][C:12]([C:16]([CH2:18][NH:19][C@H:20]3[CH2:25][CH2:24][CH2:23][N:22]([C:26]4[CH:27]=[C:28]([CH:33]=[CH:34][CH:35]=4)[C:29]([OH:31])=[O:30])[CH2:21]3)=[O:17])=[C:13]([CH3:15])[N:14]=2)=[CH:6][CH:5]=1. (6) Given the reactants Cl.[CH3:2][O:3][C:4](=[O:11])[C@H:5]([CH2:7][CH:8]([CH3:10])[CH3:9])[NH2:6].[O-]S([O-])(=O)=O.[Mg+2].[CH:18](=O)[CH2:19][CH2:20][CH2:21][CH2:22][CH2:23][CH2:24][CH2:25][CH2:26][CH3:27].CCN(CC)CC.[BH4-].[Na+], predict the reaction product. The product is: [CH2:18]([NH:6][C@@H:5]([CH2:7][CH:8]([CH3:10])[CH3:9])[C:4]([O:3][CH3:2])=[O:11])[CH2:19][CH2:20][CH2:21][CH2:22][CH2:23][CH2:24][CH2:25][CH2:26][CH3:27]. (7) Given the reactants [OH:1][CH2:2][CH2:3][CH2:4][O:5][C:6]1[CH:7]=[C:8]([CH:11]=[CH:12][CH:13]=1)[CH:9]=[O:10].[C:14](#[N:16])[CH3:15], predict the reaction product. The product is: [OH:10][CH:9]([C:8]1[CH:11]=[CH:12][CH:13]=[C:6]([O:5][CH2:4][CH2:3][CH2:2][OH:1])[CH:7]=1)[CH2:15][C:14]#[N:16]. (8) Given the reactants Cl[C:2]1[C:3]2[C:10]3[CH2:11][CH2:12][CH:13]([C:15]([O:17][CH2:18][CH3:19])=[O:16])[CH2:14][C:9]=3[S:8][C:4]=2[N:5]=[CH:6][N:7]=1.[NH2:20][C:21]1[CH:22]=[C:23]2[C:27](=[CH:28][CH:29]=1)[NH:26][N:25]=[CH:24]2.Cl, predict the reaction product. The product is: [NH:26]1[C:27]2[C:23](=[CH:22][C:21]([NH:20][C:2]3[C:3]4[C:10]5[CH2:11][CH2:12][CH:13]([C:15]([O:17][CH2:18][CH3:19])=[O:16])[CH2:14][C:9]=5[S:8][C:4]=4[N:5]=[CH:6][N:7]=3)=[CH:29][CH:28]=2)[CH:24]=[N:25]1. (9) Given the reactants [C:1]([CH2:4][CH2:5][CH2:6][N:7]([CH3:66])[C@H:8]([C:12]([NH:14][C@H:15]([C:19]([N:21]([C@@H:23]([C@@H:62]([CH3:65])[CH2:63][CH3:64])[C@H:24]([O:60][CH3:61])[CH2:25][C:26]([N:28]1[CH2:32][CH2:31][CH2:30][C@H:29]1[C@H:33]([O:58][CH3:59])[C@@H:34]([CH3:57])[C:35]([NH:37][C@@H:38]([CH2:50][C:51]1[CH:56]=[CH:55][CH:54]=[CH:53][CH:52]=1)[C:39]([N:41]([CH2:43][C:44]1[CH:49]=[CH:48][CH:47]=[CH:46][CH:45]=1)[CH3:42])=[O:40])=[O:36])=[O:27])[CH3:22])=[O:20])[CH:16]([CH3:18])[CH3:17])=[O:13])[CH:9]([CH3:11])[CH3:10])(O)=[O:2].[O:67]=[C:68]1[CH:72]=[CH:71][C:70](=[O:73])[N:69]1[CH2:74][CH2:75][CH2:76][CH2:77][CH2:78][C:79]([NH:81][NH2:82])=[O:80], predict the reaction product. The product is: [O:73]=[C:70]1[CH:71]=[CH:72][C:68](=[O:67])[N:69]1[CH2:74][CH2:75][CH2:76][CH2:77][CH2:78][C:79]([NH:81][NH:82][C:1](=[O:2])[CH2:4][CH2:5][CH2:6][N:7]([CH3:66])[C@H:8]([C:12]([NH:14][C@H:15]([C:19]([N:21]([C@@H:23]([C@@H:62]([CH3:65])[CH2:63][CH3:64])[C@H:24]([O:60][CH3:61])[CH2:25][C:26]([N:28]1[CH2:32][CH2:31][CH2:30][C@H:29]1[C@H:33]([O:58][CH3:59])[C@@H:34]([CH3:57])[C:35]([NH:37][C@@H:38]([CH2:50][C:51]1[CH:56]=[CH:55][CH:54]=[CH:53][CH:52]=1)[C:39]([N:41]([CH2:43][C:44]1[CH:49]=[CH:48][CH:47]=[CH:46][CH:45]=1)[CH3:42])=[O:40])=[O:36])=[O:27])[CH3:22])=[O:20])[CH:16]([CH3:18])[CH3:17])=[O:13])[CH:9]([CH3:10])[CH3:11])=[O:80].